Dataset: Forward reaction prediction with 1.9M reactions from USPTO patents (1976-2016). Task: Predict the product of the given reaction. (1) Given the reactants [Cl:1][C:2]1[CH:3]=[C:4]([CH2:8][CH2:9][C:10]2[C:18]([O:19][CH3:20])=[CH:17][CH:16]=[CH:15][C:11]=2[C:12]([OH:14])=O)[CH:5]=[CH:6][CH:7]=1.O=S(Cl)Cl.[Al+3].[Cl-].[Cl-].[Cl-], predict the reaction product. The product is: [Cl:1][C:2]1[CH:7]=[CH:6][C:5]2[C:12](=[O:14])[C:11]3[CH:15]=[CH:16][CH:17]=[C:18]([O:19][CH3:20])[C:10]=3[CH2:9][CH2:8][C:4]=2[CH:3]=1. (2) Given the reactants [H-].[Na+].[O:3]([C:10]1[CH:15]=[CH:14][C:13]([C:16]2[C:24]3[C:23]([NH2:25])=[N:22][CH:21]=[N:20][C:19]=3[NH:18][CH:17]=2)=[CH:12][CH:11]=1)[C:4]1[CH:9]=[CH:8][CH:7]=[CH:6][CH:5]=1.[CH:26]1([S:31](Cl)(=[O:33])=[O:32])[CH2:30][CH2:29][CH2:28][CH2:27]1, predict the reaction product. The product is: [CH:26]1([S:31]([N:18]2[C:19]3[N:20]=[CH:21][N:22]=[C:23]([NH2:25])[C:24]=3[C:16]([C:13]3[CH:12]=[CH:11][C:10]([O:3][C:4]4[CH:9]=[CH:8][CH:7]=[CH:6][CH:5]=4)=[CH:15][CH:14]=3)=[CH:17]2)(=[O:33])=[O:32])[CH2:30][CH2:29][CH2:28][CH2:27]1. (3) Given the reactants [Cl:1][C:2]1[CH:28]=[C:27]([NH:29][C:30]2[CH:35]=[CH:34][C:33]([F:36])=[CH:32][C:31]=2[F:37])[CH:26]=[CH:25][C:3]=1[C:4]([C:6]1[CH:7]=[C:8]([NH:13][C:14](=[O:24])[NH:15][CH2:16][CH2:17][O:18]C(=O)C(C)=C)[CH:9]=[CH:10][C:11]=1[CH3:12])=[O:5].[OH-].[Na+].C([O-])(O)=O.[Na+].O, predict the reaction product. The product is: [Cl:1][C:2]1[CH:28]=[C:27]([NH:29][C:30]2[CH:35]=[CH:34][C:33]([F:36])=[CH:32][C:31]=2[F:37])[CH:26]=[CH:25][C:3]=1[C:4]([C:6]1[CH:7]=[C:8]([NH:13][C:14]([NH:15][CH2:16][CH2:17][OH:18])=[O:24])[CH:9]=[CH:10][C:11]=1[CH3:12])=[O:5]. (4) Given the reactants [CH3:1][O:2][C:3]1[CH:4]=[C:5]([C:11]#[C:12][C:13]2[CH:14]=[N:15][C:16]([NH:19][C:20]3[CH:25]=[CH:24][C:23]([N:26]4[CH2:31][CH2:30][CH:29]([N:32]5[CH2:37][CH2:36][N:35]([CH3:38])[CH2:34][CH2:33]5)[CH2:28][CH2:27]4)=[C:22]([O:39][CH3:40])[CH:21]=3)=[N:17][CH:18]=2)[CH:6]=[C:7]([O:9][CH3:10])[CH:8]=1.CO, predict the reaction product. The product is: [CH3:10][O:9][C:7]1[CH:6]=[C:5]([CH2:11][CH2:12][C:13]2[CH:14]=[N:15][C:16]([NH:19][C:20]3[CH:25]=[CH:24][C:23]([N:26]4[CH2:27][CH2:28][CH:29]([N:32]5[CH2:37][CH2:36][N:35]([CH3:38])[CH2:34][CH2:33]5)[CH2:30][CH2:31]4)=[C:22]([O:39][CH3:40])[CH:21]=3)=[N:17][CH:18]=2)[CH:4]=[C:3]([O:2][CH3:1])[CH:8]=1. (5) Given the reactants C([O:3][C:4]([C:6]1[S:7][C:8]([S:19][C:20]2[CH:25]=[CH:24][CH:23]=[CH:22][N:21]=2)=[C:9]2[C:17]3[N:16]([CH3:18])[N:15]=[CH:14][C:13]=3[CH2:12][CH2:11][C:10]=12)=[O:5])C.[OH-].[K+].Cl, predict the reaction product. The product is: [CH3:18][N:16]1[C:17]2[C:9]3=[C:8]([S:19][C:20]4[CH:25]=[CH:24][CH:23]=[CH:22][N:21]=4)[S:7][C:6]([C:4]([OH:5])=[O:3])=[C:10]3[CH2:11][CH2:12][C:13]=2[CH:14]=[N:15]1.